Task: Predict the reaction yield, written as a fraction of the theoretical maximum amount of product (1.0 means a 100% yield; for example, 0.34 means a 34% yield).. Dataset: Reaction yield outcomes from USPTO patents with 853,638 reactions (1) The reactants are C[O:2][C:3]([C:5]1[CH:10]=[CH:9][C:8]([CH:11]=O)=[CH:7][CH:6]=1)=[O:4].[CH2:13]([OH:17])[CH2:14][CH2:15][OH:16].CO.[OH-].[Na+]. The catalyst is C1(C)C=CC=CC=1.C1COCC1.O.C1(C)C=CC(S(O)(=O)=O)=CC=1. The product is [O:16]1[CH2:15][CH2:14][CH2:13][O:17][CH:11]1[C:8]1[CH:9]=[CH:10][C:5]([C:3]([OH:4])=[O:2])=[CH:6][CH:7]=1. The yield is 0.930. (2) The reactants are [C:1]1([S:11]([NH2:14])(=[O:13])=[O:12])[C:2]([S:7]([NH2:10])(=[O:9])=[O:8])=[CH:3][CH:4]=[CH:5][CH:6]=1.[CH3:15][C:16]1[N:17]=[C:18]([C:24]2[CH:29]=[CH:28][CH:27]=[C:26]([C:30]([F:33])([F:32])[F:31])[CH:25]=2)[S:19][C:20]=1[C:21](O)=[O:22].C(Cl)CCl. The catalyst is CN(C1C=CN=CC=1)C.CN(C=O)C.O. The product is [CH3:15][C:16]1[N:17]=[C:18]([C:24]2[CH:29]=[CH:28][CH:27]=[C:26]([C:30]([F:33])([F:31])[F:32])[CH:25]=2)[S:19][C:20]=1[C:21]([NH:10][S:7]([C:2]1[CH:3]=[CH:4][CH:5]=[CH:6][C:1]=1[S:11](=[O:13])(=[O:12])[NH2:14])(=[O:9])=[O:8])=[O:22]. The yield is 0.420. (3) The reactants are [F:1][C:2]1[CH:7]=[CH:6][C:5]([OH:8])=[C:4]([CH3:9])[C:3]=1[NH:10][CH2:11][C:12]1[CH:17]=[C:16]([C:18]2[CH:23]=[CH:22][CH:21]=[C:20]([F:24])[CH:19]=2)[CH:15]=[CH:14][C:13]=1[F:25].C([O-])([O-])=O.[Cs+].[Cs+].Br[CH2:33][C:34]([O:36][CH2:37][CH3:38])=[O:35].O. The yield is 0.800. The catalyst is CN(C=O)C. The product is [F:1][C:2]1[CH:7]=[CH:6][C:5]([O:8][CH2:33][C:34]([O:36][CH2:37][CH3:38])=[O:35])=[C:4]([CH3:9])[C:3]=1[NH:10][CH2:11][C:12]1[CH:17]=[C:16]([C:18]2[CH:23]=[CH:22][CH:21]=[C:20]([F:24])[CH:19]=2)[CH:15]=[CH:14][C:13]=1[F:25]. (4) The reactants are [CH3:1][C:2]1[C:11](OS(C(F)(F)F)(=O)=O)=[CH:10][CH:9]=[C:8]2[C:3]=1[CH2:4][CH2:5][N:6]([C:20]([O:22][C:23]([CH3:26])([CH3:25])[CH3:24])=[O:21])[CH2:7]2.[CH3:27][N:28](C=O)C. The catalyst is C1C=CC([P]([Pd]([P](C2C=CC=CC=2)(C2C=CC=CC=2)C2C=CC=CC=2)([P](C2C=CC=CC=2)(C2C=CC=CC=2)C2C=CC=CC=2)[P](C2C=CC=CC=2)(C2C=CC=CC=2)C2C=CC=CC=2)(C2C=CC=CC=2)C2C=CC=CC=2)=CC=1.[C-]#N.[Zn+2].[C-]#N. The product is [C:27]([C:11]1[C:2]([CH3:1])=[C:3]2[C:8](=[CH:9][CH:10]=1)[CH2:7][N:6]([C:20]([O:22][C:23]([CH3:26])([CH3:25])[CH3:24])=[O:21])[CH2:5][CH2:4]2)#[N:28]. The yield is 0.920. (5) The reactants are [CH3:1][O:2][C:3]([NH:5][C@@H:6]([CH:54]([CH3:56])[CH3:55])[C:7]([N:9]1[CH2:13][CH2:12][CH2:11][C@H:10]1[C:14]1[NH:18][C:17]2[C:19]3[C:24]([CH:25]=[CH:26][C:16]=2[N:15]=1)=[CH:23][C:22]([C:27]1[CH:28]=[C:29]2[C:51](=[CH:52][CH:53]=1)[C:33]1[NH:34][C:35]([C@@H:37]4[C@@H:42]5[CH2:43][C@@H:39](CC5)[N:38]4C(OC(C)(C)C)=O)=[N:36][C:32]=1[CH:31]=[CH:30]2)=[CH:21][CH:20]=3)=[O:8])=[O:4].Cl.[CH3:58][O:59][C:60]([NH:62][C@@H:63]([CH:67]([CH3:69])[CH3:68])[C:64](O)=[O:65])=[O:61].[CH3:70][CH2:71]OC(C(C#N)=NOC(N1CCOCC1)=[N+](C)C)=O.F[P-](F)(F)(F)(F)F.CCN(C(C)C)C(C)C. The catalyst is C(Cl)Cl.CN(C=O)C. The product is [CH3:1][O:2][C:3]([NH:5][C@@H:6]([CH:54]([CH3:56])[CH3:55])[C:7]([N:9]1[C@H:10]([C:14]2[NH:18][C:17]3[C:19]4[C:24]([CH:25]=[CH:26][C:16]=3[N:15]=2)=[CH:23][C:22]([C:27]2[CH:28]=[C:29]3[C:51](=[CH:52][CH:53]=2)[C:33]2[NH:34][C:35]([C@@H:37]5[CH2:42][CH2:43][CH2:39][N:38]5[C:64](=[O:65])[C@@H:63]([NH:62][C:60](=[O:61])[O:59][CH3:58])[CH:67]([CH3:69])[CH3:68])=[N:36][C:32]=2[CH:31]=[CH:30]3)=[CH:21][CH:20]=4)[C@@H:11]2[CH2:12][C@H:13]1[CH2:70][CH2:71]2)=[O:8])=[O:4]. The yield is 0.770.